Dataset: Full USPTO retrosynthesis dataset with 1.9M reactions from patents (1976-2016). Task: Predict the reactants needed to synthesize the given product. (1) The reactants are: [O:1]1[C:5]2[CH:6]=[CH:7][CH:8]=[CH:9][C:4]=2[N:3]=[C:2]1[N:10]1[CH2:15][CH2:14][CH2:13][CH2:12][C@H:11]1[C:16]([OH:18])=O.[CH3:19][C@H:20]1[CH2:25][CH2:24][CH2:23][C@@H:22]([CH3:26])[N:21]1[CH2:27][CH2:28][NH2:29]. Given the product [NH3:3].[O:1]1[C:5]2[CH:6]=[CH:7][CH:8]=[CH:9][C:4]=2[N:3]=[C:2]1[N:10]1[CH2:15][CH2:14][CH2:13][CH2:12][C@H:11]1[C:16]([NH:29][CH2:28][CH2:27][N:21]1[C@H:22]([CH3:26])[CH2:23][CH2:24][CH2:25][C@@H:20]1[CH3:19])=[O:18], predict the reactants needed to synthesize it. (2) Given the product [CH:2]([N:19]1[CH2:20][CH2:21][N:16]([CH3:15])[CH2:17][CH2:18]1)([C:9]1[CH:14]=[CH:13][CH:12]=[CH:11][CH:10]=1)[C:3]1[CH:8]=[CH:7][CH:6]=[CH:5][CH:4]=1, predict the reactants needed to synthesize it. The reactants are: Cl[CH:2]([C:9]1[CH:14]=[CH:13][CH:12]=[CH:11][CH:10]=1)[C:3]1[CH:8]=[CH:7][CH:6]=[CH:5][CH:4]=1.[CH3:15][N:16]1[CH2:21][CH2:20][NH:19][CH2:18][CH2:17]1.C(=O)([O-])[O-].[K+].[K+].